This data is from Reaction yield outcomes from USPTO patents with 853,638 reactions. The task is: Predict the reaction yield, written as a fraction of the theoretical maximum amount of product (1.0 means a 100% yield; for example, 0.34 means a 34% yield). (1) The reactants are [C:1]([O:5][C:6]([N:8]1[CH2:13][CH2:12][CH:11]([N:14]([CH:25]2[CH2:30][CH2:29][CH:28]([CH3:31])[CH2:27][CH2:26]2)[C:15]([NH:17][C:18]2[S:19][C:20]([CH:23]=O)=[CH:21][N:22]=2)=[O:16])[CH2:10][CH2:9]1)=[O:7])([CH3:4])([CH3:3])[CH3:2].Cl.[CH3:33][O:34][C:35](=[O:45])[CH2:36][C:37](=[O:44])[N:38]1[CH2:43][CH2:42][NH:41][CH2:40][CH2:39]1.C(O[BH-](OC(=O)C)OC(=O)C)(=O)C.[Na+]. No catalyst specified. The product is [C:1]([O:5][C:6]([N:8]1[CH2:13][CH2:12][CH:11]([N:14]([CH:25]2[CH2:30][CH2:29][CH:28]([CH3:31])[CH2:27][CH2:26]2)[C:15]([NH:17][C:18]2[S:19][C:20]([CH2:23][N:41]3[CH2:40][CH2:39][N:38]([C:37](=[O:44])[CH2:36][C:35]([O:34][CH3:33])=[O:45])[CH2:43][CH2:42]3)=[CH:21][N:22]=2)=[O:16])[CH2:10][CH2:9]1)=[O:7])([CH3:4])([CH3:3])[CH3:2]. The yield is 0.250. (2) The reactants are [H-].[Na+].[I:3][C:4]1[CH:9]=[CH:8][C:7]([C:10]([C:12]2[CH:17]=[CH:16][C:15]([OH:18])=[CH:14][CH:13]=2)=[O:11])=[CH:6][CH:5]=1.[C:19]([O:23][C:24]([N:26]1[CH2:30][CH2:29][CH2:28][C@@H:27]1[CH2:31]OS(C1C=CC(C)=CC=1)(=O)=O)=[O:25])([CH3:22])([CH3:21])[CH3:20]. The catalyst is CN(C=O)C. The product is [C:19]([O:23][C:24]([N:26]1[CH2:30][CH2:29][CH2:28][C@@H:27]1[CH2:31][O:18][C:15]1[CH:16]=[CH:17][C:12]([C:10](=[O:11])[C:7]2[CH:8]=[CH:9][C:4]([I:3])=[CH:5][CH:6]=2)=[CH:13][CH:14]=1)=[O:25])([CH3:22])([CH3:20])[CH3:21]. The yield is 0.600.